Dataset: Cav3 T-type calcium channel HTS with 100,875 compounds. Task: Binary Classification. Given a drug SMILES string, predict its activity (active/inactive) in a high-throughput screening assay against a specified biological target. (1) The drug is S(CC(=O)Nc1cc(OC)c(NC(=O)CC)cc1)c1nc(N)c(cn1)C(OCC)=O. The result is 0 (inactive). (2) The molecule is S(=O)(=O)(n1nc(cc1N)c1ccc(OCC)cc1)c1ccc(OC)cc1. The result is 0 (inactive).